The task is: Predict the reactants needed to synthesize the given product.. This data is from Full USPTO retrosynthesis dataset with 1.9M reactions from patents (1976-2016). (1) The reactants are: [I:1][C:2]1[CH:3]=[C:4]2[C:8](=[CH:9][CH:10]=1)[N:7]([C:11]([O:13][CH2:14][CH3:15])=[O:12])[C:6](=[O:16])[CH2:5]2.CCN(C(C)C)C(C)C.[F:26][C:27]([F:40])([F:39])[S:28](O[S:28]([C:27]([F:40])([F:39])[F:26])(=[O:30])=[O:29])(=[O:30])=[O:29]. Given the product [I:1][C:2]1[CH:3]=[C:4]2[C:8](=[CH:9][CH:10]=1)[N:7]([C:11]([O:13][CH2:14][CH3:15])=[O:12])[C:6]([O:16][S:28]([C:27]([F:40])([F:39])[F:26])(=[O:30])=[O:29])=[CH:5]2, predict the reactants needed to synthesize it. (2) The reactants are: [CH:1]1([O:7][CH2:8][C:9]([OH:11])=O)[CH2:6][CH2:5][CH2:4][CH2:3][CH2:2]1.[Cl:12]SCl. Given the product [CH:1]1([O:7][CH2:8][C:9]([Cl:12])=[O:11])[CH2:6][CH2:5][CH2:4][CH2:3][CH2:2]1, predict the reactants needed to synthesize it. (3) Given the product [C:1]([C:3]1[C:8]2[C:9]([C:12]3[CH:13]=[CH:14][C:15]([F:18])=[CH:16][CH:17]=3)=[N:10][O:11][C:7]=2[C:6]([OH:19])=[C:5]([C:20]([NH:25][CH2:26][C:27]([OH:29])=[O:28])=[O:21])[N:4]=1)#[N:2], predict the reactants needed to synthesize it. The reactants are: [C:1]([C:3]1[C:8]2[C:9]([C:12]3[CH:17]=[CH:16][C:15]([F:18])=[CH:14][CH:13]=3)=[N:10][O:11][C:7]=2[C:6]([OH:19])=[C:5]([C:20](OCC)=[O:21])[N:4]=1)#[N:2].[NH2:25][CH2:26][C:27]([OH:29])=[O:28].C[O-].[Na+].Cl. (4) The reactants are: [CH3:1][O:2][N:3]1[C:12]2[C:7](=[CH:8][CH:9]=[CH:10][CH:11]=2)[CH2:6][C@@H:5]([NH2:13])[C:4]1=[O:14].[C:15](O[C:15](=[O:18])[CH2:16][CH3:17])(=[O:18])[CH2:16][CH3:17].C([O-])(O)=O.[Na+].C([O-])([O-])=O.[Na+].[Na+]. Given the product [CH3:1][O:2][N:3]1[C:12]2[C:7](=[CH:8][CH:9]=[CH:10][CH:11]=2)[CH2:6][C@@H:5]([NH:13][C:15](=[O:18])[CH2:16][CH3:17])[C:4]1=[O:14], predict the reactants needed to synthesize it. (5) Given the product [I:1][C:2]1[C:10]2[C:5](=[N:6][CH:7]=[N:8][C:9]=2[NH2:11])[N:4]([C:19]2[CH:24]=[CH:23][C:22]([N+:25]([O-:27])=[O:26])=[CH:21][CH:20]=2)[N:3]=1, predict the reactants needed to synthesize it. The reactants are: [I:1][C:2]1[C:10]2[C:5](=[N:6][CH:7]=[N:8][C:9]=2[NH2:11])[NH:4][N:3]=1.C([O-])([O-])=O.[K+].[K+].F[C:19]1[CH:24]=[CH:23][C:22]([N+:25]([O-:27])=[O:26])=[CH:21][CH:20]=1.O. (6) The reactants are: [NH:1]1[CH2:4][CH:3]([C:5]2[CH:27]=[CH:26][C:8]3[C:9]4[N:10]=[C:11]([C:17]5[N:18]([CH:23]([CH3:25])[CH3:24])[N:19]=[C:20]([CH3:22])[N:21]=5)[S:12][C:13]=4[CH2:14][CH2:15][O:16][C:7]=3[CH:6]=2)[CH2:2]1.C(=O)([O-])[O-].[Cs+].[Cs+].Br[CH2:35][CH2:36][O:37][CH3:38]. Given the product [CH:23]([N:18]1[C:17]([C:11]2[S:12][C:13]3[CH2:14][CH2:15][O:16][C:7]4[CH:6]=[C:5]([CH:3]5[CH2:4][N:1]([CH2:35][CH2:36][O:37][CH3:38])[CH2:2]5)[CH:27]=[CH:26][C:8]=4[C:9]=3[N:10]=2)=[N:21][C:20]([CH3:22])=[N:19]1)([CH3:25])[CH3:24], predict the reactants needed to synthesize it. (7) Given the product [CH3:21][C:2]([CH3:1])([CH3:20])[C:3]([C:5]1[C:13]2[C:8](=[CH:9][C:10]([O:14][CH3:15])=[CH:11][CH:12]=2)[N:7]([CH2:16][C:17]([N:34]([CH2:32][CH3:33])[C:35]2[S:36][CH:37]=[CH:38][N:39]=2)=[O:18])[N:6]=1)=[O:4], predict the reactants needed to synthesize it. The reactants are: [CH3:1][C:2]([CH3:21])([CH3:20])[C:3]([C:5]1[C:13]2[C:8](=[CH:9][C:10]([O:14][CH3:15])=[CH:11][CH:12]=2)[N:7]([CH2:16][C:17](O)=[O:18])[N:6]=1)=[O:4].C1C=CC2N(O)N=NC=2C=1.[CH2:32]([NH:34][C:35]1[S:36][CH:37]=[CH:38][N:39]=1)[CH3:33].CCN(C(C)C)C(C)C. (8) Given the product [Br:13][C:9]1[CH:10]=[C:11]2[C:6](=[C:7]([N+:14]([O-:16])=[O:15])[CH:8]=1)[NH:5][C:4](=[O:17])[CH:3]([NH:2][C:30](=[O:36])[O:31][C:32]([CH3:35])([CH3:34])[CH3:33])[CH2:12]2, predict the reactants needed to synthesize it. The reactants are: Cl.[NH2:2][CH:3]1[CH2:12][C:11]2[C:6](=[C:7]([N+:14]([O-:16])=[O:15])[CH:8]=[C:9]([Br:13])[CH:10]=2)[NH:5][C:4]1=[O:17].CN(C=O)C.C(N(CC)CC)C.[C:30](=O)([O:36]C(C)(C)C)[O:31][C:32]([CH3:35])([CH3:34])[CH3:33]. (9) The reactants are: [ClH:1].Cl.[NH2:3][C@@H:4]1[CH2:6][C@H:5]1[C:7]1[CH:8]=[C:9]([CH:19]=[CH:20][CH:21]=1)[C:10]([NH:12][C:13]1[S:14][C:15]([CH3:18])=[N:16][N:17]=1)=[O:11].C(OC(N[C@@H]1C[C@H]1C1C=[C:35]([CH:40]=[CH:41][CH:42]=1)C(OC)=O)=O)(C)(C)C.C(=O)([O-])O.[Na+].[BH4-].[Na+]. Given the product [ClH:1].[CH:35]1([NH:3][C@@H:4]2[CH2:6][C@H:5]2[C:7]2[CH:8]=[C:9]([CH:19]=[CH:20][CH:21]=2)[C:10]([NH:12][C:13]2[S:14][C:15]([CH3:18])=[N:16][N:17]=2)=[O:11])[CH2:40][CH2:41][CH2:42]1, predict the reactants needed to synthesize it. (10) Given the product [CH:14]([NH:8][CH2:7][C:6]1[CH:9]=[CH:10][CH:11]=[CH:12][C:5]=1[N+:2]([O-:4])=[O:3])([CH3:16])[CH3:13], predict the reactants needed to synthesize it. The reactants are: Cl.[N+:2]([C:5]1[CH:12]=[CH:11][CH:10]=[CH:9][C:6]=1[CH2:7][NH2:8])([O-:4])=[O:3].[CH3:13][C:14]([CH3:16])=O.C([BH3-])#N.[Na+].